This data is from NCI-60 drug combinations with 297,098 pairs across 59 cell lines. The task is: Regression. Given two drug SMILES strings and cell line genomic features, predict the synergy score measuring deviation from expected non-interaction effect. (1) Drug 1: CN(C)C1=NC(=NC(=N1)N(C)C)N(C)C. Drug 2: CC1C(C(CC(O1)OC2CC(OC(C2O)C)OC3=CC4=CC5=C(C(=O)C(C(C5)C(C(=O)C(C(C)O)O)OC)OC6CC(C(C(O6)C)O)OC7CC(C(C(O7)C)O)OC8CC(C(C(O8)C)O)(C)O)C(=C4C(=C3C)O)O)O)O. Cell line: SF-295. Synergy scores: CSS=7.12, Synergy_ZIP=-0.749, Synergy_Bliss=1.85, Synergy_Loewe=2.40, Synergy_HSA=2.27. (2) Drug 1: CC1=C2C(C(=O)C3(C(CC4C(C3C(C(C2(C)C)(CC1OC(=O)C(C(C5=CC=CC=C5)NC(=O)OC(C)(C)C)O)O)OC(=O)C6=CC=CC=C6)(CO4)OC(=O)C)OC)C)OC. Drug 2: CCCCCOC(=O)NC1=NC(=O)N(C=C1F)C2C(C(C(O2)C)O)O. Cell line: U251. Synergy scores: CSS=51.7, Synergy_ZIP=7.02, Synergy_Bliss=4.90, Synergy_Loewe=-29.7, Synergy_HSA=6.00. (3) Drug 1: CC1=C(C(=CC=C1)Cl)NC(=O)C2=CN=C(S2)NC3=CC(=NC(=N3)C)N4CCN(CC4)CCO. Drug 2: CS(=O)(=O)OCCCCOS(=O)(=O)C. Cell line: RPMI-8226. Synergy scores: CSS=17.0, Synergy_ZIP=-5.38, Synergy_Bliss=-4.13, Synergy_Loewe=10.9, Synergy_HSA=1.20. (4) Drug 1: CC1=C2C(C(=O)C3(C(CC4C(C3C(C(C2(C)C)(CC1OC(=O)C(C(C5=CC=CC=C5)NC(=O)OC(C)(C)C)O)O)OC(=O)C6=CC=CC=C6)(CO4)OC(=O)C)O)C)O. Drug 2: N.N.Cl[Pt+2]Cl. Cell line: UACC-257. Synergy scores: CSS=29.1, Synergy_ZIP=-8.52, Synergy_Bliss=-2.74, Synergy_Loewe=-3.12, Synergy_HSA=-2.48. (5) Drug 1: CC12CCC(CC1=CCC3C2CCC4(C3CC=C4C5=CN=CC=C5)C)O. Drug 2: CC1=C(N=C(N=C1N)C(CC(=O)N)NCC(C(=O)N)N)C(=O)NC(C(C2=CN=CN2)OC3C(C(C(C(O3)CO)O)O)OC4C(C(C(C(O4)CO)O)OC(=O)N)O)C(=O)NC(C)C(C(C)C(=O)NC(C(C)O)C(=O)NCCC5=NC(=CS5)C6=NC(=CS6)C(=O)NCCC[S+](C)C)O. Cell line: NCI-H226. Synergy scores: CSS=2.19, Synergy_ZIP=2.62, Synergy_Bliss=-4.34, Synergy_Loewe=-16.8, Synergy_HSA=-4.47. (6) Drug 1: C#CCC(CC1=CN=C2C(=N1)C(=NC(=N2)N)N)C3=CC=C(C=C3)C(=O)NC(CCC(=O)O)C(=O)O. Drug 2: CC1C(C(CC(O1)OC2CC(CC3=C2C(=C4C(=C3O)C(=O)C5=CC=CC=C5C4=O)O)(C(=O)C)O)N)O. Cell line: MDA-MB-231. Synergy scores: CSS=42.9, Synergy_ZIP=-2.02, Synergy_Bliss=-2.89, Synergy_Loewe=-1.23, Synergy_HSA=-0.900. (7) Drug 1: CC1C(C(CC(O1)OC2CC(CC3=C2C(=C4C(=C3O)C(=O)C5=C(C4=O)C(=CC=C5)OC)O)(C(=O)C)O)N)O.Cl. Drug 2: C(CC(=O)O)C(=O)CN.Cl. Cell line: SR. Synergy scores: CSS=46.3, Synergy_ZIP=-4.80, Synergy_Bliss=-3.71, Synergy_Loewe=-24.9, Synergy_HSA=-1.88.